This data is from Forward reaction prediction with 1.9M reactions from USPTO patents (1976-2016). The task is: Predict the product of the given reaction. Given the reactants [NH2:1][C:2]1[C:7](C(O)=O)=[C:6]([CH3:11])[N:5]=[C:4]2[S:12][C:13]([Br:23])=[C:14]([C:15]3[CH:20]=[CH:19][CH:18]=[C:17]([O:21][CH3:22])[CH:16]=3)[C:3]=12.N1C2C(=CC=CC=2)C=CC=1, predict the reaction product. The product is: [Br:23][C:13]1[S:12][C:4]2[N:5]=[C:6]([CH3:11])[CH:7]=[C:2]([NH2:1])[C:3]=2[C:14]=1[C:15]1[CH:20]=[CH:19][CH:18]=[C:17]([O:21][CH3:22])[CH:16]=1.